This data is from Catalyst prediction with 721,799 reactions and 888 catalyst types from USPTO. The task is: Predict which catalyst facilitates the given reaction. (1) Reactant: [CH3:1][O:2][C:3]([C:5]1([NH:12][C:13]([O:15][C:16]([CH3:19])([CH3:18])[CH3:17])=[O:14])[CH2:7][CH:6]1[CH2:8][CH2:9]SC)=[O:4].O[O:21][S:22]([O-:24])=O.[K+].[CH3:26]O. Product: [CH3:1][O:2][C:3]([C:5]1([NH:12][C:13]([O:15][C:16]([CH3:18])([CH3:17])[CH3:19])=[O:14])[CH2:7][CH:6]1[CH2:8][CH2:9][S:22]([CH3:26])(=[O:24])=[O:21])=[O:4]. The catalyst class is: 6. (2) Product: [Cl:21][C:15]1[CH:16]=[C:17]([Cl:20])[CH:18]=[CH:19][C:14]=1[C@@H:5]1[N:6]=[C:7]([C:9]2[S:10][CH:11]=[CH:12][N:13]=2)[NH:8][C:3]([CH2:2][N:27]2[CH2:32][CH2:31][S:30](=[O:33])(=[O:34])[CH2:29][C@H:28]2[C:35]([OH:37])=[O:36])=[C:4]1[C:22]([O:24][CH2:25][CH3:26])=[O:23]. The catalyst class is: 8. Reactant: Br[CH2:2][C:3]1[NH:8][C:7]([C:9]2[S:10][CH:11]=[CH:12][N:13]=2)=[N:6][C@@H:5]([C:14]2[CH:19]=[CH:18][C:17]([Cl:20])=[CH:16][C:15]=2[Cl:21])[C:4]=1[C:22]([O:24][CH2:25][CH3:26])=[O:23].[NH:27]1[CH2:32][CH2:31][S:30](=[O:34])(=[O:33])[CH2:29][C@H:28]1[C:35]([OH:37])=[O:36].C([O-])([O-])=O.[K+].[K+]. (3) Product: [C:1]([O:5][C:6](=[O:23])[NH:7][C@H:8]([C:10]1[CH:15]=[CH:14][C:13]([N:16]2[CH2:17][CH2:18][N:19]([CH3:22])[CH2:20][CH2:21]2)=[C:12]([Cl:24])[CH:11]=1)[CH3:9])([CH3:4])([CH3:2])[CH3:3]. Reactant: [C:1]([O:5][C:6](=[O:23])[NH:7][C@H:8]([C:10]1[CH:15]=[CH:14][C:13]([N:16]2[CH2:21][CH2:20][N:19]([CH3:22])[CH2:18][CH2:17]2)=[CH:12][CH:11]=1)[CH3:9])([CH3:4])([CH3:3])[CH3:2].[Cl:24]N1C(=O)CCC1=O. The catalyst class is: 22. (4) Reactant: [CH3:1][O:2][C:3]1[CH:4]=[C:5]2[C:10](=[CH:11][CH:12]=1)[C:9]([O:13][C:14]1[CH:19]=[CH:18][C:17]([O:20][CH2:21][CH2:22][N:23]3[CH2:28][CH2:27][CH2:26][CH2:25][CH2:24]3)=[CH:16][CH:15]=1)=[C:8](C(O)=O)[CH2:7][CH2:6]2.C(N(CC)CC)C.[Br:39]N1C(=O)CCC1=O. Product: [Br:39][C:8]1[CH2:7][CH2:6][C:5]2[C:10](=[CH:11][CH:12]=[C:3]([O:2][CH3:1])[CH:4]=2)[C:9]=1[O:13][C:14]1[CH:19]=[CH:18][C:17]([O:20][CH2:21][CH2:22][N:23]2[CH2:28][CH2:27][CH2:26][CH2:25][CH2:24]2)=[CH:16][CH:15]=1. The catalyst class is: 4. (5) Reactant: [CH3:1][O:2][C:3]1[CH:4]=[C:5]([OH:9])[CH:6]=[CH:7][CH:8]=1.Br[CH2:11][C:12]([NH2:14])=[O:13].C([O-])([O-])=O.[K+].[K+]. Product: [CH3:1][O:2][C:3]1[CH:4]=[C:5]([CH:6]=[CH:7][CH:8]=1)[O:9][CH2:11][C:12]([NH2:14])=[O:13]. The catalyst class is: 21. (6) Reactant: [Cl:1][C:2]1[CH:28]=[CH:27][C:5]([CH2:6][NH:7][C:8]([C:10]2[C:11]([OH:26])=[C:12]3[CH:18]=[C:17]([CH2:19][N:20]4[CH2:25][CH2:24][O:23][CH2:22][CH2:21]4)[S:16][C:13]3=[N:14][CH:15]=2)=[O:9])=[CH:4][CH:3]=1.C1(P(C2C=CC=CC=2)C2C=CC=CC=2)C=CC=CC=1.[N:48]1[CH:53]=[CH:52][CH:51]=[C:50]([CH2:54]O)[CH:49]=1. Product: [Cl:1][C:2]1[CH:28]=[CH:27][C:5]([CH2:6][NH:7][C:8]([C:10]2[C:11](=[O:26])[C:12]3[CH:18]=[C:17]([CH2:19][N:20]4[CH2:21][CH2:22][O:23][CH2:24][CH2:25]4)[S:16][C:13]=3[N:14]([CH2:54][C:50]3[CH:49]=[N:48][CH:53]=[CH:52][CH:51]=3)[CH:15]=2)=[O:9])=[CH:4][CH:3]=1. The catalyst class is: 1. (7) The catalyst class is: 4. Reactant: [CH3:1][CH:2]([CH3:32])[C:3]([O:5][CH:6]([N:8]1[C:12]2[CH:13]=[CH:14][CH:15]=[CH:16][C:11]=2[N:10]=[C:9]1[S:17][CH2:18][C:19]1[C:24]([CH3:25])=[C:23]([O:26][CH2:27][C:28]([F:31])([F:30])[F:29])[CH:22]=[CH:21][N:20]=1)[CH3:7])=[O:4].ClC1C=C(C=CC=1)C(OO)=[O:38]. Product: [CH3:1][CH:2]([CH3:32])[C:3]([O:5][CH:6]([N:8]1[C:12]2[CH:13]=[CH:14][CH:15]=[CH:16][C:11]=2[N:10]=[C:9]1[S:17]([CH2:18][C:19]1[C:24]([CH3:25])=[C:23]([O:26][CH2:27][C:28]([F:30])([F:31])[F:29])[CH:22]=[CH:21][N:20]=1)=[O:38])[CH3:7])=[O:4].